This data is from Catalyst prediction with 721,799 reactions and 888 catalyst types from USPTO. The task is: Predict which catalyst facilitates the given reaction. (1) Reactant: [CH:1]1([C:4]2[CH:5]=[CH:6][C:7]([NH2:10])=[N:8][CH:9]=2)[CH2:3][CH2:2]1.[Br:11]Br.S([O-])([O-])(=O)=S.[Na+].[Na+]. Product: [Br:11][C:6]1[C:7]([NH2:10])=[N:8][CH:9]=[C:4]([CH:1]2[CH2:3][CH2:2]2)[CH:5]=1. The catalyst class is: 22. (2) Reactant: [CH2:1]([C:3]([C:28]1[CH:33]=[CH:32][C:31]([OH:34])=[C:30]([CH3:35])[CH:29]=1)([C:6]1[CH:11]=[CH:10][C:9]([C:12]#[C:13][C:14]([O:23][CH2:24][O:25][CH3:26])([C:19]([F:22])([F:21])[F:20])[C:15]([F:18])([F:17])[F:16])=[C:8]([CH3:27])[CH:7]=1)[CH2:4][CH3:5])[CH3:2].[H-].[Na+].[O:38]=[C:39]1[O:43][C@H:42]([CH2:44]OS(C2C=CC(C)=CC=2)(=O)=O)[CH2:41][CH2:40]1.[NH4+].[Cl-]. Product: [CH2:1]([C:3]([C:28]1[CH:33]=[CH:32][C:31]([O:34][CH2:44][C@H:42]2[O:43][C:39](=[O:38])[CH2:40][CH2:41]2)=[C:30]([CH3:35])[CH:29]=1)([C:6]1[CH:11]=[CH:10][C:9]([C:12]#[C:13][C:14]([O:23][CH2:24][O:25][CH3:26])([C:19]([F:20])([F:21])[F:22])[C:15]([F:18])([F:17])[F:16])=[C:8]([CH3:27])[CH:7]=1)[CH2:4][CH3:5])[CH3:2]. The catalyst class is: 9. (3) Reactant: Cl[C:2]1[C:11]2[C:6](=[C:7]([Cl:14])[C:8]([O:12][CH3:13])=[CH:9][CH:10]=2)[N:5]=[C:4]([C:15]2[S:16][CH:17]=[C:18]([C:20]([F:23])([F:22])[F:21])[N:19]=2)[CH:3]=1.[CH:24]1([S:27]([NH:30][C:31]([C@@:33]23[CH2:48][C@H:47]2[CH:46]=[CH:45][CH2:44][CH2:43][CH2:42][CH2:41][CH2:40][C@H:39]([NH:49][C:50](=[O:56])[O:51][C:52]([CH3:55])([CH3:54])[CH3:53])[C:38](=[O:57])[N:37]2[CH2:58][C@H:59]([OH:61])[CH2:60][C@H:36]2[C:35](=[O:62])[NH:34]3)=[O:32])(=[O:29])=[O:28])[CH2:26][CH2:25]1.CC(C)([O-])C.[K+]. Product: [Cl:14][C:7]1[C:8]([O:12][CH3:13])=[CH:9][CH:10]=[C:11]2[C:6]=1[N:5]=[C:4]([C:15]1[S:16][CH:17]=[C:18]([C:20]([F:23])([F:22])[F:21])[N:19]=1)[CH:3]=[C:2]2[O:61][C@H:59]1[CH2:58][N:37]2[C:38](=[O:57])[C@@H:39]([NH:49][C:50](=[O:56])[O:51][C:52]([CH3:53])([CH3:54])[CH3:55])[CH2:40][CH2:41][CH2:42][CH2:43][CH2:44][CH:45]=[CH:46][C@@H:47]3[CH2:48][C@@:33]3([C:31](=[O:32])[NH:30][S:27]([CH:24]3[CH2:26][CH2:25]3)(=[O:28])=[O:29])[NH:34][C:35](=[O:62])[C@@H:36]2[CH2:60]1. The catalyst class is: 549. (4) Reactant: O.Cl.[NH:3]1[CH2:8][CH2:7][C:6](=[O:9])[CH2:5][CH2:4]1.[OH-].[Na+].[CH:12]([O:15][C:16]1[CH:24]=[CH:23][C:19]([C:20](Cl)=[O:21])=[CH:18][C:17]=1[O:25][CH3:26])([CH3:14])[CH3:13].C(Cl)Cl. Product: [CH:12]([O:15][C:16]1[CH:24]=[CH:23][C:19]([C:20]([N:3]2[CH2:8][CH2:7][C:6](=[O:9])[CH2:5][CH2:4]2)=[O:21])=[CH:18][C:17]=1[O:25][CH3:26])([CH3:14])[CH3:13]. The catalyst class is: 93. (5) The catalyst class is: 66. Product: [C:47]([O:46][C:45]([N:44]([CH2:52][C@@H:53]1[C@@H:57]([C:58]2[CH:59]=[CH:60][CH:61]=[CH:62][CH:63]=2)[CH2:56][N:55]([C:12]([O:14][CH2:15][C:16]([CH3:22])([CH3:21])[C:17]([O:19][CH3:20])=[O:18])=[O:11])[CH2:54]1)[C@@H:42]([C:32]1[C:41]2[C:36](=[CH:37][CH:38]=[CH:39][CH:40]=2)[CH:35]=[CH:34][CH:33]=1)[CH3:43])=[O:51])([CH3:49])([CH3:50])[CH3:48]. Reactant: ClCCl.O=C1CCC(=O)N1[O:11][C:12]([O:14][CH2:15][C:16]([CH3:22])([CH3:21])[C:17]([O:19][CH3:20])=[O:18])=O.OCC(C)(C)C(OC)=O.[C:32]1([C@H:42]([N:44]([CH2:52][C@@H:53]2[C@@H:57]([C:58]3[CH:63]=[CH:62][CH:61]=[CH:60][CH:59]=3)[CH2:56][NH:55][CH2:54]2)[C:45](=[O:51])[O:46][C:47]([CH3:50])([CH3:49])[CH3:48])[CH3:43])[C:41]2[C:36](=[CH:37][CH:38]=[CH:39][CH:40]=2)[CH:35]=[CH:34][CH:33]=1.